This data is from Reaction yield outcomes from USPTO patents with 853,638 reactions. The task is: Predict the reaction yield, written as a fraction of the theoretical maximum amount of product (1.0 means a 100% yield; for example, 0.34 means a 34% yield). The reactants are [I:1][C:2]1[CH:3]=[C:4]2[C:8](=[CH:9][CH:10]=1)[NH:7][N:6]=[C:5]2[C:11]([N:13]([O:15][CH3:16])[CH3:14])=[O:12].[O:17]1[CH:22]=[CH:21][CH2:20][CH2:19][CH2:18]1.C([O-])(O)=O.[Na+]. The catalyst is C(Cl)Cl.CC1C=CC(S([O-])(=O)=O)=CC=1.C1C=C[NH+]=CC=1. The product is [I:1][C:2]1[CH:3]=[C:4]2[C:8](=[CH:9][CH:10]=1)[N:7]([CH:18]1[CH2:19][CH2:20][CH2:21][CH2:22][O:17]1)[N:6]=[C:5]2[C:11]([N:13]([O:15][CH3:16])[CH3:14])=[O:12]. The yield is 0.920.